Task: Predict which catalyst facilitates the given reaction.. Dataset: Catalyst prediction with 721,799 reactions and 888 catalyst types from USPTO (1) Reactant: [N:1]1([S:6]([C:9]2[CH:10]=[C:11]3[C:15](=[CH:16][CH:17]=2)[NH:14][C:13](=[O:18])[C:12]3=[O:19])(=[O:8])=[O:7])[CH2:5][CH2:4][CH2:3][CH2:2]1.[CH2:20](O)[CH2:21][CH2:22][OH:23].C1(C)C=CC(S(O)(=O)=O)=CC=1. Product: [N:1]1([S:6]([C:9]2[CH:10]=[C:11]3[C:15](=[CH:16][CH:17]=2)[NH:14][C:13](=[O:18])[C:12]23[O:23][CH2:22][CH2:21][CH2:20][O:19]2)(=[O:8])=[O:7])[CH2:5][CH2:4][CH2:3][CH2:2]1. The catalyst class is: 48. (2) Reactant: O.[Cl:2][C:3]1[CH:8]=[C:7]([CH:9]2[CH2:18][CH2:17][C:12]3(OCC[O:13]3)[CH2:11][CH2:10]2)[CH:6]=[CH:5][C:4]=1[NH:19][C:20](=[O:29])[O:21][CH2:22][C:23]1[CH:28]=[CH:27][CH:26]=[CH:25][CH:24]=1.[OH-].[Na+].C(OCC)(=O)C. Product: [Cl:2][C:3]1[CH:8]=[C:7]([CH:9]2[CH2:18][CH2:17][C:12](=[O:13])[CH2:11][CH2:10]2)[CH:6]=[CH:5][C:4]=1[NH:19][C:20](=[O:29])[O:21][CH2:22][C:23]1[CH:24]=[CH:25][CH:26]=[CH:27][CH:28]=1. The catalyst class is: 67. (3) Reactant: [H-].[Na+].[C:3]([O:7][C:8]([N:10]1[CH2:15][CH2:14][N:13]([C:16]([O:18][CH2:19][C:20]2[CH:25]=[CH:24][CH:23]=[CH:22][CH:21]=2)=[O:17])[CH2:12][CH:11]1[CH2:26][CH2:27][OH:28])=[O:9])([CH3:6])([CH3:5])[CH3:4].[CH3:29]I. Product: [C:3]([O:7][C:8]([N:10]1[CH2:15][CH2:14][N:13]([C:16]([O:18][CH2:19][C:20]2[CH:21]=[CH:22][CH:23]=[CH:24][CH:25]=2)=[O:17])[CH2:12][CH:11]1[CH2:26][CH2:27][O:28][CH3:29])=[O:9])([CH3:6])([CH3:5])[CH3:4]. The catalyst class is: 3. (4) Reactant: [C:1]([O:5][C:6](=[O:22])[N:7]([CH2:12][C:13]1[CH:18]=[CH:17][C:16]([Cl:19])=[C:15]([CH:20]=O)[CH:14]=1)[CH2:8][CH:9]([F:11])[F:10])([CH3:4])([CH3:3])[CH3:2].[CH:23]1([NH2:26])[CH2:25][CH2:24]1.[BH4-].[Na+]. Product: [C:1]([O:5][C:6](=[O:22])[N:7]([CH2:12][C:13]1[CH:18]=[CH:17][C:16]([Cl:19])=[C:15]([CH2:20][NH:26][CH:23]2[CH2:25][CH2:24]2)[CH:14]=1)[CH2:8][CH:9]([F:11])[F:10])([CH3:4])([CH3:3])[CH3:2]. The catalyst class is: 5. (5) Reactant: [Si:1]([O:8][CH2:9][CH2:10][O:11][C:12]1[CH:17]=[CH:16][C:15]([C:18]#[C:19][C:20](=[O:32])[CH2:21][CH2:22]/[CH:23]=[CH:24]/[C:25]2[CH:30]=[CH:29][C:28]([Cl:31])=[CH:27][CH:26]=2)=[CH:14][CH:13]=1)([C:4]([CH3:7])([CH3:6])[CH3:5])([CH3:3])[CH3:2].CCOC(C)=O.CCCCCC. Product: [Si:1]([O:8][CH2:9][CH2:10][O:11][C:12]1[CH:17]=[CH:16][C:15]([C:18]2[C:26]3[C:25](=[CH:30][CH:29]=[C:28]([Cl:31])[CH:27]=3)[CH:24]=[C:23]3[CH2:22][CH2:21][C:20](=[O:32])[C:19]=23)=[CH:14][CH:13]=1)([C:4]([CH3:6])([CH3:7])[CH3:5])([CH3:3])[CH3:2]. The catalyst class is: 262. (6) The catalyst class is: 7. Reactant: [O:1]=[C:2]1[C:7]2[S:8][CH:9]=[C:10]([C:11]([OH:13])=O)[C:6]=2[CH2:5][CH2:4][CH2:3]1.[CH2:14]([N:16](CC)CC)[CH3:15].C(Cl)(=O)OCC.C(N)C.O1CCCC1. Product: [CH2:14]([NH:16][C:11]([C:10]1[C:6]2[CH2:5][CH2:4][CH2:3][C:2](=[O:1])[C:7]=2[S:8][CH:9]=1)=[O:13])[CH3:15]. (7) Reactant: [NH2:1][CH2:2][CH2:3][C:4]1[CH:9]=[CH:8][C:7]([OH:10])=[CH:6][CH:5]=1.CO.[C:13](O[C:13]([O:15][C:16]([CH3:19])([CH3:18])[CH3:17])=[O:14])([O:15][C:16]([CH3:19])([CH3:18])[CH3:17])=[O:14]. Product: [OH:10][C:7]1[CH:8]=[CH:9][C:4]([CH2:3][CH2:2][NH:1][C:13](=[O:14])[O:15][C:16]([CH3:19])([CH3:18])[CH3:17])=[CH:5][CH:6]=1. The catalyst class is: 1. (8) Reactant: [Cl-].[CH3:2][O:3][C:4]1[CH:9]=[C:8]([CH3:10])[NH:7][C:6](=[O:11])[C:5]=1[CH2:12][NH3+:13].[F:14][C:15]([F:39])([CH3:38])[CH2:16][N:17]1[CH2:22][CH2:21][CH:20]([C@H:23]([N:25]2[C:33]3[C:28](=[CH:29][CH:30]=[CH:31][CH:32]=3)[C:27]([C:34](O)=[O:35])=[C:26]2[CH3:37])[CH3:24])[CH2:19][CH2:18]1.CCN(C(C)C)C(C)C.CCOC(C(C#N)=NOC(N1CCOCC1)=[N+](C)C)=O.F[P-](F)(F)(F)(F)F. Product: [F:39][C:15]([F:14])([CH3:38])[CH2:16][N:17]1[CH2:18][CH2:19][CH:20]([C@H:23]([N:25]2[C:33]3[C:28](=[CH:29][CH:30]=[CH:31][CH:32]=3)[C:27]([C:34]([NH:13][CH2:12][C:5]3[C:6](=[O:11])[NH:7][C:8]([CH3:10])=[CH:9][C:4]=3[O:3][CH3:2])=[O:35])=[C:26]2[CH3:37])[CH3:24])[CH2:21][CH2:22]1. The catalyst class is: 3. (9) Reactant: [C:1]([C:5]1[CH:6]=[C:7]([NH2:27])[N:8]([C:10]2[CH:18]=[C:17]3[C:13]([CH:14]=[N:15][N:16]3[CH2:19][CH2:20][N:21]3[CH2:26][CH2:25][O:24][CH2:23][CH2:22]3)=[CH:12][CH:11]=2)[N:9]=1)([CH3:4])([CH3:3])[CH3:2].CCN(C(C)C)C(C)C.[Cl:37][C:38]([Cl:45])([Cl:44])[CH2:39][O:40][C:41](Cl)=[O:42]. Product: [Cl:37][C:38]([Cl:45])([Cl:44])[CH2:39][O:40][C:41](=[O:42])[NH:27][C:7]1[N:8]([C:10]2[CH:18]=[C:17]3[C:13]([CH:14]=[N:15][N:16]3[CH2:19][CH2:20][N:21]3[CH2:26][CH2:25][O:24][CH2:23][CH2:22]3)=[CH:12][CH:11]=2)[N:9]=[C:5]([C:1]([CH3:4])([CH3:2])[CH3:3])[CH:6]=1. The catalyst class is: 1. (10) Reactant: [Br:1]Br.[Cl:3][C:4]1[CH:5]=[CH:6][C:7]([O:18][CH3:19])=[C:8]([C:10](=[O:17])[CH2:11][C:12]([O:14][CH2:15][CH3:16])=[O:13])[CH:9]=1. Product: [Br:1][CH:11]([C:10]([C:8]1[CH:9]=[C:4]([Cl:3])[CH:5]=[CH:6][C:7]=1[O:18][CH3:19])=[O:17])[C:12]([O:14][CH2:15][CH3:16])=[O:13]. The catalyst class is: 12.